Dataset: Full USPTO retrosynthesis dataset with 1.9M reactions from patents (1976-2016). Task: Predict the reactants needed to synthesize the given product. (1) Given the product [CH3:1][O:2][C:3](=[O:35])[C:4]1[CH:9]=[C:8]([O:10][C:11]2[CH:16]=[CH:15][C:14]([NH2:17])=[C:13]([NH:20][CH2:21][CH2:22][CH3:23])[CH:12]=2)[CH:7]=[CH:6][C:5]=1[NH:24][S:25]([C:28]1[CH:29]=[CH:30][C:31]([CH3:34])=[CH:32][CH:33]=1)(=[O:27])=[O:26], predict the reactants needed to synthesize it. The reactants are: [CH3:1][O:2][C:3](=[O:35])[C:4]1[CH:9]=[C:8]([O:10][C:11]2[CH:16]=[CH:15][C:14]([N+:17]([O-])=O)=[C:13]([NH:20][CH2:21][CH2:22][CH3:23])[CH:12]=2)[CH:7]=[CH:6][C:5]=1[NH:24][S:25]([C:28]1[CH:33]=[CH:32][C:31]([CH3:34])=[CH:30][CH:29]=1)(=[O:27])=[O:26].[H][H]. (2) Given the product [Br:1][C:9]1[C:5]([CH:4]([F:11])[F:3])=[N:6][N:7]([CH3:10])[CH:8]=1, predict the reactants needed to synthesize it. The reactants are: [Br:1]Br.[F:3][CH:4]([F:11])[C:5]1[CH:9]=[CH:8][N:7]([CH3:10])[N:6]=1.S([O-])([O-])(=O)=S.[Na+].[Na+]. (3) Given the product [N:1]1[C:10]2[C:5](=[CH:6][C:7]([C:11]([N:14]3[CH2:19][CH2:18][CH2:17][CH2:16][CH2:15]3)=[O:13])=[CH:8][CH:9]=2)[N:4]=[CH:3][CH:2]=1, predict the reactants needed to synthesize it. The reactants are: [N:1]1[C:10]2[C:5](=[CH:6][C:7]([C:11]([OH:13])=O)=[CH:8][CH:9]=2)[N:4]=[CH:3][CH:2]=1.[NH:14]1[CH2:19][CH2:18][CH2:17][CH2:16][CH2:15]1.C(C1NC=CN=1)(C1NC=CN=1)=O. (4) Given the product [Br:28][CH2:27][C:24]1[CH:23]=[CH:22][C:21]([C:16]2[CH:17]=[CH:18][CH:19]=[CH:20][C:15]=2[CH2:13][OH:12])=[CH:26][CH:25]=1, predict the reactants needed to synthesize it. The reactants are: [H-].C([Al+]CC(C)C)C(C)C.C[O:12][C:13]([C:15]1[C:16]([C:21]2[CH:26]=[CH:25][C:24]([CH2:27][Br:28])=[CH:23][CH:22]=2)=[CH:17][CH:18]=[CH:19][CH:20]=1)=O.Cl.